Task: Predict the product of the given reaction.. Dataset: Forward reaction prediction with 1.9M reactions from USPTO patents (1976-2016) Given the reactants [NH2:1][C:2]1[CH:7]=[CH:6][C:5]([C:8]([F:11])([F:10])[F:9])=[CH:4][C:3]=1[OH:12].[C:13](O)(=[O:20])[C:14]1[CH:19]=[CH:18][N:17]=[CH:16][CH:15]=1.CCN=C=NCCCN(C)C.N1C=CC=CC=1, predict the reaction product. The product is: [OH:12][C:3]1[CH:4]=[C:5]([C:8]([F:9])([F:10])[F:11])[CH:6]=[CH:7][C:2]=1[NH:1][C:13](=[O:20])[C:14]1[CH:19]=[CH:18][N:17]=[CH:16][CH:15]=1.